The task is: Predict which catalyst facilitates the given reaction.. This data is from Catalyst prediction with 721,799 reactions and 888 catalyst types from USPTO. (1) Reactant: C(O[BH-](OC(=O)C)OC(=O)C)(=O)C.[Na+].C(O)(=O)C.[NH:19]1[C:27]2[C:22](=[CH:23][C:24]([C:28]3[CH:29]=[C:30]([CH:34]=O)[CH:31]=[N:32][CH:33]=3)=[CH:25][CH:26]=2)[CH:21]=[CH:20]1.[CH3:36][N:37]([CH3:41])[CH2:38][CH2:39][NH2:40]. Product: [NH:19]1[C:27]2[C:22](=[CH:23][C:24]([C:28]3[CH:29]=[C:30]([CH2:34][NH:40][CH2:39][CH2:38][N:37]([CH3:41])[CH3:36])[CH:31]=[N:32][CH:33]=3)=[CH:25][CH:26]=2)[CH:21]=[CH:20]1. The catalyst class is: 26. (2) Reactant: CS([Cl:5])(=O)=O.[C:6]([O:10][C:11]([N:13]1[CH2:19][CH2:18][C:17]2[C:20]([CH2:25]O)=[C:21]([Cl:24])[CH:22]=[CH:23][C:16]=2[CH2:15][CH2:14]1)=[O:12])([CH3:9])([CH3:8])[CH3:7].C(N(CC)CC)C. Product: [C:6]([O:10][C:11]([N:13]1[CH2:19][CH2:18][C:17]2[C:20]([CH2:25][Cl:5])=[C:21]([Cl:24])[CH:22]=[CH:23][C:16]=2[CH2:15][CH2:14]1)=[O:12])([CH3:9])([CH3:8])[CH3:7]. The catalyst class is: 2. (3) Reactant: [CH2:1]([N:3]([CH:24]1[CH2:29][CH2:28][O:27][CH2:26][CH2:25]1)[C:4]1[C:5]([CH3:23])=[C:6]([CH:11]=[C:12](B2OC(C)(C)C(C)(C)O2)[CH:13]=1)[C:7]([O:9][CH3:10])=[O:8])[CH3:2].Br[C:31]1[CH:32]=[CH:33][C:34]([O:37][CH:38]2[CH2:41][N:40]([CH3:42])[CH2:39]2)=[N:35][CH:36]=1.C(=O)([O-])[O-].[Na+].[Na+].C(OCC)(=O)C. Product: [CH2:1]([N:3]([CH:24]1[CH2:25][CH2:26][O:27][CH2:28][CH2:29]1)[C:4]1[C:5]([CH3:23])=[C:6]([CH:11]=[C:12]([C:31]2[CH:36]=[N:35][C:34]([O:37][CH:38]3[CH2:41][N:40]([CH3:42])[CH2:39]3)=[CH:33][CH:32]=2)[CH:13]=1)[C:7]([O:9][CH3:10])=[O:8])[CH3:2]. The catalyst class is: 70. (4) Product: [Cl:32][C:9]1([C:3]2[CH:4]=[C:5]([CH3:8])[CH:6]=[CH:7][C:2]=2[CH3:1])[C:13](=[O:14])[C:12]2([CH2:19][CH2:18][N:17]([O:20][CH3:21])[CH2:16][CH2:15]2)[N:11]([CH3:22])[C:10]1=[O:23]. The catalyst class is: 22. Reactant: [CH3:1][C:2]1[CH:7]=[CH:6][C:5]([CH3:8])=[CH:4][C:3]=1[C:9]1[C:10](=[O:23])[N:11]([CH3:22])[C:12]2([CH2:19][CH2:18][N:17]([O:20][CH3:21])[CH2:16][CH2:15]2)[C:13]=1[OH:14].C(=O)([O-])O.[Na+].S(Cl)([Cl:32])(=O)=O.C(=O)([O-])[O-].[Na+].[Na+]. (5) Reactant: Br[C:2]1[CH:3]=[C:4]([CH2:9][NH:10][C:11]([C:13]2[CH:18]=[CH:17][CH:16]=[C:15]([C:19]([NH:21][CH2:22][C:23]3[C:24]([NH:36][CH:37]4[CH2:42][CH2:41][O:40][CH2:39][CH2:38]4)=[C:25]4[CH:33]=[N:32][N:31]([CH2:34][CH3:35])[C:26]4=[N:27][C:28]=3[CH2:29][CH3:30])=[O:20])[CH:14]=2)=[O:12])[CH:5]=[CH:6][C:7]=1[F:8].CC1(C)C(C)(C)OB([C:51]2[CH:52]=[C:53]([CH2:57][CH:58]3[CH2:63][CH2:62][N:61](C(OC(C)(C)C)=O)[CH2:60][CH2:59]3)[CH:54]=[CH:55][CH:56]=2)O1.C([O-])([O-])=O.[K+].[K+]. Product: [CH2:34]([N:31]1[C:26]2=[N:27][C:28]([CH2:29][CH3:30])=[C:23]([CH2:22][NH:21][C:19]([C:15]3[CH:16]=[CH:17][CH:18]=[C:13]([C:11]([NH:10][CH2:9][C:4]4[CH:3]=[C:2]([C:55]5[CH:56]=[CH:51][CH:52]=[C:53]([CH2:57][CH:58]6[CH2:63][CH2:62][NH:61][CH2:60][CH2:59]6)[CH:54]=5)[C:7]([F:8])=[CH:6][CH:5]=4)=[O:12])[CH:14]=3)=[O:20])[C:24]([NH:36][CH:37]3[CH2:42][CH2:41][O:40][CH2:39][CH2:38]3)=[C:25]2[CH:33]=[N:32]1)[CH3:35]. The catalyst class is: 70. (6) Reactant: [BH-](OC(C)=O)(OC(C)=O)OC(C)=O.[Na+].[NH2:15][C:16]1[CH:21]=[CH:20][C:19]([C@H:22]2[C@@H:27]([C:28]([O:30][CH2:31][CH3:32])=[O:29])[CH2:26][CH2:25][CH2:24][N:23]2[C:33](=[O:42])[C:34]2[C:39]([CH3:40])=[CH:38][CH:37]=[CH:36][C:35]=2[F:41])=[CH:18][CH:17]=1.[C:43]1(=O)[CH2:47][CH2:46][CH2:45][CH2:44]1. Product: [CH:43]1([NH:15][C:16]2[CH:21]=[CH:20][C:19]([C@H:22]3[C@@H:27]([C:28]([O:30][CH2:31][CH3:32])=[O:29])[CH2:26][CH2:25][CH2:24][N:23]3[C:33](=[O:42])[C:34]3[C:39]([CH3:40])=[CH:38][CH:37]=[CH:36][C:35]=3[F:41])=[CH:18][CH:17]=2)[CH2:47][CH2:46][CH2:45][CH2:44]1. The catalyst class is: 68. (7) Reactant: CO[N:3]=[C:4]([C:13]1[CH:18]=[CH:17][CH:16]=[C:15]([C:19]([F:22])([F:21])[F:20])[CH:14]=1)[CH2:5][C:6]1[CH:11]=[CH:10][CH:9]=[C:8]([F:12])[CH:7]=1.[H-].[H-].[H-].[H-].[Li+].[Al+3]. Product: [F:12][C:8]1[CH:7]=[C:6]([CH2:5][CH:4]([NH2:3])[C:13]2[CH:18]=[CH:17][CH:16]=[C:15]([C:19]([F:21])([F:22])[F:20])[CH:14]=2)[CH:11]=[CH:10][CH:9]=1. The catalyst class is: 28.